From a dataset of Reaction yield outcomes from USPTO patents with 853,638 reactions. Predict the reaction yield, written as a fraction of the theoretical maximum amount of product (1.0 means a 100% yield; for example, 0.34 means a 34% yield). (1) The reactants are Cl.ClC[C:4]1[C:9]([CH3:10])=[C:8](OC)[CH:7]=[CH:6][N:5]=1.[OH-:13].[Na+].[CH3:15]O. No catalyst specified. The product is [CH3:15][O:13][C:4]1[C:9]([CH3:10])=[CH:8][CH:7]=[CH:6][N:5]=1. The yield is 0.640. (2) The reactants are [F:1][C:2]([F:6])([F:5])[CH2:3][OH:4].F[C:8]1[CH:13]=[C:12]([F:14])[CH:11]=[C:10](F)[C:9]=1[N+:16]([O-:18])=[O:17].[OH2:19]. The catalyst is C1(C)C=CC=CC=1. The product is [F:14][C:12]1[CH:13]=[C:8]([O:19][CH2:3][C:2]([F:6])([F:5])[F:1])[C:9]([N+:16]([O-:18])=[O:17])=[C:10]([O:4][CH2:3][C:2]([F:6])([F:5])[F:1])[CH:11]=1. The yield is 0.950. (3) The reactants are COC1C=C(OC)C=CC=1C[N:6]([C:31]1[S:35][N:34]=[CH:33][N:32]=1)[S:7]([C:10]1[CH:15]=[C:14]([F:16])[C:13]([O:17][C@H:18]2[CH2:23][CH2:22][CH2:21][CH2:20][C@@H:19]2[C:24]2[N:28]([CH3:29])[N:27]=[CH:26][CH:25]=2)=[CH:12][C:11]=1[F:30])(=[O:9])=[O:8].C([SiH](CC)CC)C.FC(F)(F)C(O)=O. The catalyst is ClCCl. The product is [F:30][C:11]1[CH:12]=[C:13]([O:17][C@H:18]2[CH2:23][CH2:22][CH2:21][CH2:20][C@@H:19]2[C:24]2[N:28]([CH3:29])[N:27]=[CH:26][CH:25]=2)[C:14]([F:16])=[CH:15][C:10]=1[S:7]([NH:6][C:31]1[S:35][N:34]=[CH:33][N:32]=1)(=[O:8])=[O:9]. The yield is 0.430. (4) The reactants are [CH3:1][Si:2]([CH3:21])([CH3:20])[CH2:3][CH2:4][O:5][CH2:6][N:7]1[C:11]2=[N:12][CH:13]=[CH:14][CH:15]=[C:10]2[C:9]([C:16]([O:18][CH3:19])=[O:17])=[N:8]1.[B:22]1([B:22]2[O:26][C:25]([CH3:28])([CH3:27])[C:24]([CH3:30])([CH3:29])[O:23]2)[O:26][C:25]([CH3:28])([CH3:27])[C:24]([CH3:30])([CH3:29])[O:23]1. The catalyst is CC1CCCO1.ClCCl.C[O-].C[O-].C1CC=CCCC=C1.C1CC=CCCC=C1.[Ir].[Ir].C(C1C=CN=C(C2C=C(C(C)(C)C)C=CN=2)C=1)(C)(C)C. The product is [CH3:29][C:24]1([CH3:30])[C:25]([CH3:28])([CH3:27])[O:26][B:22]([C:14]2[CH:15]=[C:10]3[C:9]([C:16]([O:18][CH3:19])=[O:17])=[N:8][N:7]([CH2:6][O:5][CH2:4][CH2:3][Si:2]([CH3:20])([CH3:21])[CH3:1])[C:11]3=[N:12][CH:13]=2)[O:23]1. The yield is 0.600. (5) The product is [C:6]1([CH:5]2[C:2]3([CH2:1][O:14]3)[O:3][CH2:4]2)[CH:11]=[CH:10][CH:9]=[CH:8][CH:7]=1. The reactants are [CH2:1]=[C:2]1[CH:5]([C:6]2[CH:11]=[CH:10][CH:9]=[CH:8][CH:7]=2)[CH2:4][O:3]1.CC1(C)O[O:14]1. The catalyst is C(Cl)Cl. The yield is 0.990. (6) The reactants are [OH:1][CH2:2]/[CH:3]=[CH:4]/[CH2:5][O:6][C:7]1[CH:14]=[CH:13][CH:12]=[C:11]([N+:15]([O-:17])=[O:16])[C:8]=1[C:9]#[N:10].[C:18](C1C=C(C)C=C(C(C)(C)C)N=1)(C)(C)C.F[B-](F)(F)F.C[O+](C)C. The catalyst is C(Cl)Cl. The product is [CH3:18][O:1][CH2:2]/[CH:3]=[CH:4]/[CH2:5][O:6][C:7]1[CH:14]=[CH:13][CH:12]=[C:11]([N+:15]([O-:17])=[O:16])[C:8]=1[C:9]#[N:10]. The yield is 0.720.